From a dataset of Full USPTO retrosynthesis dataset with 1.9M reactions from patents (1976-2016). Predict the reactants needed to synthesize the given product. (1) Given the product [O:1]1[CH2:6][CH2:5][CH2:4][CH2:3][CH:2]1[N:7]1[C:11]([C@H:17]2[CH2:22][CH2:21][CH2:20][CH2:19][C@@H:18]2[OH:23])=[CH:10][CH:9]=[N:8]1, predict the reactants needed to synthesize it. The reactants are: [O:1]1[CH2:6][CH2:5][CH2:4][CH2:3][CH:2]1[N:7]1[CH:11]=[CH:10][CH:9]=[N:8]1.C([Li])CCC.[CH:17]12[O:23][CH:18]1[CH2:19][CH2:20][CH2:21][CH2:22]2. (2) Given the product [OH:23][CH2:22][CH2:21][CH2:20][CH2:19][S:18][C:15](=[O:17])[C@H:2]([C:3]1[CH:4]=[CH:5][C:6]2[C:11](=[CH:10][CH:9]=[C:8]([O:13][CH3:14])[CH:7]=2)[CH:12]=1)[CH3:1], predict the reactants needed to synthesize it. The reactants are: [CH3:1][C@H:2]([C:15]([OH:17])=O)[C:3]1[CH:4]=[CH:5][C:6]2[CH:7]=[C:8]([O:13][CH3:14])[CH:9]=[CH:10][C:11]=2[CH:12]=1.[SH:18][CH2:19][CH2:20][CH2:21][CH2:22][OH:23].Cl.CN(C)CCCN=C=NCC.